Dataset: Reaction yield outcomes from USPTO patents with 853,638 reactions. Task: Predict the reaction yield, written as a fraction of the theoretical maximum amount of product (1.0 means a 100% yield; for example, 0.34 means a 34% yield). (1) The reactants are [Cl:1][C:2]1[CH:3]=[C:4]2[C:10]([C:11]3[N:16]=[C:15]([NH:17][C@H:18]4[CH2:22][CH2:21][N:20](S(C)(=O)=O)[CH2:19]4)[C:14]([F:27])=[CH:13][N:12]=3)=[CH:9][NH:8][C:5]2=[N:6][CH:7]=1.[O:28]1[CH2:32][CH2:31][CH:30]([C:33](O)=[O:34])[CH2:29]1. No catalyst specified. The product is [Cl:1][C:2]1[CH:3]=[C:4]2[C:10]([C:11]3[N:16]=[C:15]([NH:17][C@H:18]4[CH2:22][CH2:21][N:20]([C:33]([CH:30]5[CH2:31][CH2:32][O:28][CH2:29]5)=[O:34])[CH2:19]4)[C:14]([F:27])=[CH:13][N:12]=3)=[CH:9][NH:8][C:5]2=[N:6][CH:7]=1. The yield is 0.520. (2) The reactants are CCN(C(C)C)C(C)C.[CH:10]1([C:13](Cl)=[O:14])[CH2:12][CH2:11]1.[NH2:16][CH2:17][C:18]1[CH:23]=[CH:22][C:21]([C:24]([N:26]2[CH2:35][CH2:34][C:33]3[N:32]=[C:31]([CH3:36])[N:30]([CH2:37][C:38]4[CH:43]=[CH:42][CH:41]=[CH:40][CH:39]=4)[C:29]=3[C:28]3[CH:44]=[CH:45][CH:46]=[CH:47][C:27]2=3)=[O:25])=[CH:20][C:19]=1[CH3:48]. The catalyst is ClCCl. The product is [CH2:37]([N:30]1[C:29]2[C:28]3[CH:44]=[CH:45][CH:46]=[CH:47][C:27]=3[N:26]([C:24]([C:21]3[CH:22]=[CH:23][C:18]([CH2:17][NH:16][C:13]([CH:10]4[CH2:12][CH2:11]4)=[O:14])=[C:19]([CH3:48])[CH:20]=3)=[O:25])[CH2:35][CH2:34][C:33]=2[N:32]=[C:31]1[CH3:36])[C:38]1[CH:43]=[CH:42][CH:41]=[CH:40][CH:39]=1. The yield is 0.900. (3) The reactants are C(NC(C)C)(C)C.C([Li])CCC.[CH3:13][O:14][C:15](=[O:24])[CH2:16][C:17]1[CH:22]=[CH:21][C:20]([I:23])=[CH:19][CH:18]=1.[CH:25]1([C:31](Cl)=[O:32])[CH2:30][CH2:29][CH2:28][CH2:27][CH2:26]1. The catalyst is O1CCCC1.CCCCCC. The product is [CH3:13][O:14][C:15](=[O:24])[CH:16]([C:17]1[CH:22]=[CH:21][C:20]([I:23])=[CH:19][CH:18]=1)[C:31]([CH:25]1[CH2:30][CH2:29][CH2:28][CH2:27][CH2:26]1)=[O:32]. The yield is 0.800. (4) The reactants are OC(C(F)(F)F)=O.[NH2:8][C@@H:9]1[CH2:13][CH2:12][CH2:11][C@H:10]1[OH:14].[C:15]1([C:21]([C:23]2[CH:28]=[CH:27][CH:26]=[CH:25][CH:24]=2)=N)[CH:20]=[CH:19][CH:18]=[CH:17][CH:16]=1. The catalyst is C(Cl)Cl. The product is [C:15]1([C:21](=[N:8][C@@H:9]2[CH2:13][CH2:12][CH2:11][C@H:10]2[OH:14])[C:23]2[CH:24]=[CH:25][CH:26]=[CH:27][CH:28]=2)[CH:20]=[CH:19][CH:18]=[CH:17][CH:16]=1. The yield is 0.900.